This data is from Catalyst prediction with 721,799 reactions and 888 catalyst types from USPTO. The task is: Predict which catalyst facilitates the given reaction. Reactant: [N:1]1[N:2]([C:6]2[CH:23]=[CH:22][CH:21]=[CH:20][C:7]=2[C:8]([N:10]2[C@H:15]([CH3:16])[CH2:14][CH2:13][C@@H:12]([C:17]([NH2:19])=[O:18])[CH2:11]2)=[O:9])[N:3]=[CH:4][CH:5]=1.Br[CH2:25][C:26]([C:28]1[CH:33]=[CH:32][CH:31]=[CH:30][CH:29]=1)=O. Product: [N:1]1[N:2]([C:6]2[CH:23]=[CH:22][CH:21]=[CH:20][C:7]=2[C:8]([N:10]2[CH2:11][C@H:12]([C:17]3[O:18][CH:25]=[C:26]([C:28]4[CH:33]=[CH:32][CH:31]=[CH:30][CH:29]=4)[N:19]=3)[CH2:13][CH2:14][C@H:15]2[CH3:16])=[O:9])[N:3]=[CH:4][CH:5]=1. The catalyst class is: 3.